This data is from Catalyst prediction with 721,799 reactions and 888 catalyst types from USPTO. The task is: Predict which catalyst facilitates the given reaction. (1) The catalyst class is: 13. Reactant: CCCC[N+](CCCC)(CCCC)CCCC.[F-].C1COCC1.[Si]([O:31][CH2:32][CH2:33][NH:34][C:35]1[CH:44]=[C:43]2[C:38]([CH:39]=[C:40]([C:46]3[CH:51]=[CH:50][CH:49]=[CH:48][C:47]=3[C:52]([F:55])([F:54])[F:53])[NH:41][C:42]2=[O:45])=[CH:37][CH:36]=1)(C(C)(C)C)(C)C.[Cl-].[NH4+]. Product: [OH:31][CH2:32][CH2:33][NH:34][C:35]1[CH:44]=[C:43]2[C:38]([CH:39]=[C:40]([C:46]3[CH:51]=[CH:50][CH:49]=[CH:48][C:47]=3[C:52]([F:55])([F:53])[F:54])[NH:41][C:42]2=[O:45])=[CH:37][CH:36]=1. (2) Reactant: [CH3:1][O:2][C:3](=[O:53])[CH2:4][CH2:5][CH2:6][NH:7][CH2:8][CH2:9][CH2:10][NH:11][C:12]([C@:14]12[CH2:49][CH2:48][C@@H:47]([C:50]([CH3:52])=[CH2:51])[C@@H:15]1[C@@H:16]1[C@@:29]([CH3:32])([CH2:30][CH2:31]2)[C@@:28]2([CH3:33])[C@@H:19]([C@:20]3([CH3:46])[C@@H:25]([CH2:26][CH2:27]2)[C:24]([CH3:35])([CH3:34])[C:23]([C:36]2[CH:45]=[CH:44][C:39]([C:40]([O:42][CH3:43])=[O:41])=[CH:38][CH:37]=2)=[CH:22][CH2:21]3)[CH2:18][CH2:17]1)=[O:13].C(=O)([O-])[O-].[K+].[K+].O1CCO[CH2:62][CH2:61]1. Product: [CH2:61]([N:7]([CH2:6][CH2:5][CH2:4][C:3]([O:2][CH3:1])=[O:53])[CH2:8][CH2:9][CH2:10][NH:11][C:12]([C@:14]12[CH2:49][CH2:48][C@@H:47]([C:50]([CH3:52])=[CH2:51])[C@@H:15]1[C@@H:16]1[C@@:29]([CH3:32])([CH2:30][CH2:31]2)[C@@:28]2([CH3:33])[C@@H:19]([C@:20]3([CH3:46])[C@@H:25]([CH2:26][CH2:27]2)[C:24]([CH3:35])([CH3:34])[C:23]([C:36]2[CH:37]=[CH:38][C:39]([C:40]([O:42][CH3:43])=[O:41])=[CH:44][CH:45]=2)=[CH:22][CH2:21]3)[CH2:18][CH2:17]1)=[O:13])[CH3:62]. The catalyst class is: 10. (3) Reactant: Br[C:2]1[C:11]2[C:6](=[CH:7][CH:8]=[CH:9][CH:10]=2)[C:5]([NH:12][C:13](=[O:27])[C:14]2[CH:19]=[C:18]([N:20]3[CH2:25][CH2:24][O:23][CH2:22][CH2:21]3)[CH:17]=[C:16]([F:26])[CH:15]=2)=[CH:4][CH:3]=1.[CH:28](B(O)O)=[CH:29][CH2:30][CH2:31][CH2:32][CH3:33].C(=O)([O-])[O-].[Cs+].[Cs+].C(OCC)(=O)C. Product: [F:26][C:16]1[CH:15]=[C:14]([CH:19]=[C:18]([N:20]2[CH2:25][CH2:24][O:23][CH2:22][CH2:21]2)[CH:17]=1)[C:13]([NH:12][C:5]1[C:6]2[C:11](=[CH:10][CH:9]=[CH:8][CH:7]=2)[C:2]([CH:28]=[CH:29][CH2:30][CH2:31][CH2:32][CH3:33])=[CH:3][CH:4]=1)=[O:27]. The catalyst class is: 12. (4) Reactant: [Cl:1][C:2]1[CH:3]=[C:4]2[C:8](=[CH:9][CH:10]=1)[NH:7][CH:6]=[C:5]2[CH2:11][CH2:12][NH:13][C:14](=[O:22])[C:15]1[CH:20]=[CH:19][C:18](I)=[CH:17][CH:16]=1.B(O)(O)[C:24]1[CH:25]=[CH:26][C:27]([CH3:30])=[CH:28][CH:29]=1.C(=O)([O-])[O-].[Na+].[Na+]. Product: [Cl:1][C:2]1[CH:3]=[C:4]2[C:8](=[CH:9][CH:10]=1)[NH:7][CH:6]=[C:5]2[CH2:11][CH2:12][NH:13][C:14]([C:15]1[CH:20]=[CH:19][C:18]([C:24]2[CH:29]=[CH:28][C:27]([CH3:30])=[CH:26][CH:25]=2)=[CH:17][CH:16]=1)=[O:22]. The catalyst class is: 437. (5) Reactant: [CH2:1]([C@H:3]1[N:6]([C:7]2[CH:12]=[CH:11][C:10]([C:13]([F:16])([F:15])[F:14])=[CH:9][CH:8]=2)C(=O)[CH2:4]1)[CH3:2].[CH3:18][O-:19].[Na+].[CH3:21][OH:22]. Product: [F:14][C:13]([F:15])([F:16])[C:10]1[CH:9]=[CH:8][C:7]([NH:6][C@H:3]([CH2:1][CH3:2])[CH2:4][C:18]([O:22][CH3:21])=[O:19])=[CH:12][CH:11]=1. The catalyst class is: 5. (6) Reactant: Cl[C:2]1[N:10]2[CH:11]([C:14]3[CH:19]=[CH:18][CH:17]=[CH:16][N:15]=3)[CH2:12][O:13][C:8]3=[C:9]2[C:4](=[CH:5][CH:6]=[C:7]3[C:20]2[C:21]([CH3:26])=[N:22][O:23][C:24]=2[CH3:25])[N:3]=1.[Cl-].[CH3:28][Zn+]. Product: [CH3:26][C:21]1[C:20]([C:7]2[C:8]3[O:13][CH2:12][CH:11]([C:14]4[CH:19]=[CH:18][CH:17]=[CH:16][N:15]=4)[N:10]4[C:2]([CH3:28])=[N:3][C:4]([C:9]=34)=[CH:5][CH:6]=2)=[C:24]([CH3:25])[O:23][N:22]=1. The catalyst class is: 176.